From a dataset of Forward reaction prediction with 1.9M reactions from USPTO patents (1976-2016). Predict the product of the given reaction. (1) The product is: [CH3:13][C:12]([O:11][C:1](=[O:10])[CH:2]([C:19]1[CH:24]=[CH:23][C:22]([CH3:25])=[CH:21][C:20]=1[N+:26]([O-:28])=[O:27])[C:3]([O:5][C:6]([CH3:7])([CH3:8])[CH3:9])=[O:4])([CH3:15])[CH3:14]. Given the reactants [C:1]([O:11][C:12]([CH3:15])([CH3:14])[CH3:13])(=[O:10])[CH2:2][C:3]([O:5][C:6]([CH3:9])([CH3:8])[CH3:7])=[O:4].[H-].[Na+].F[C:19]1[CH:24]=[CH:23][C:22]([CH3:25])=[CH:21][C:20]=1[N+:26]([O-:28])=[O:27], predict the reaction product. (2) Given the reactants [CH2:1]([N:8]([CH2:24][C:25]1[CH:30]=[CH:29][CH:28]=[CH:27][CH:26]=1)[C:9]([C:11]1[CH:23]=[CH:22][C:14]([CH2:15][N:16]([CH3:21])[CH2:17][C:18](O)=[O:19])=[CH:13][CH:12]=1)=[O:10])[C:2]1[CH:7]=[CH:6][CH:5]=[CH:4][CH:3]=1.C(N(CC)C(C)C)(C)C.O.ON1C2C=CC=CC=2N=N1.Cl.CN(C)CCCN=C=NCC.[CH3:63][O:64][CH2:65][CH2:66][NH:67][CH2:68][CH2:69][O:70][CH3:71], predict the reaction product. The product is: [CH2:24]([N:8]([CH2:1][C:2]1[CH:3]=[CH:4][CH:5]=[CH:6][CH:7]=1)[C:9](=[O:10])[C:11]1[CH:23]=[CH:22][C:14]([CH2:15][N:16]([CH2:17][C:18]([N:67]([CH2:68][CH2:69][O:70][CH3:71])[CH2:66][CH2:65][O:64][CH3:63])=[O:19])[CH3:21])=[CH:13][CH:12]=1)[C:25]1[CH:26]=[CH:27][CH:28]=[CH:29][CH:30]=1. (3) Given the reactants [CH3:1][C:2]1[CH:7]=[CH:6][CH:5]=[CH:4][C:3]=1[N:8]1[C:12]2[CH:13]=[CH:14][CH:15]=[CH:16][C:11]=2[NH:10][S:9]1(=[O:18])=[O:17].C1(P(C2C=CC=CC=2)C2C=CC=CC=2)C=CC=CC=1.O[CH2:39][CH2:40][N:41]1[CH2:46][CH2:45][N:44]([C:47]([O:49][C:50]([CH3:53])([CH3:52])[CH3:51])=[O:48])[CH2:43][CH2:42]1.CC(OC(/N=N/C(OC(C)C)=O)=O)C, predict the reaction product. The product is: [CH3:1][C:2]1[CH:7]=[CH:6][CH:5]=[CH:4][C:3]=1[N:8]1[C:12]2[CH:13]=[CH:14][CH:15]=[CH:16][C:11]=2[N:10]([CH2:39][CH2:40][N:41]2[CH2:46][CH2:45][N:44]([C:47]([O:49][C:50]([CH3:51])([CH3:53])[CH3:52])=[O:48])[CH2:43][CH2:42]2)[S:9]1(=[O:18])=[O:17]. (4) Given the reactants [O:1]1[C:10]2[C:5](=[CH:6][C:7]([C:11]3[C:16]([C:17](OC)=[O:18])=[C:15]([CH3:21])[N:14]=[C:13]4[NH:22][CH:23]=[CH:24][C:12]=34)=[CH:8][CH:9]=2)[CH2:4][CH2:3][CH2:2]1.[H-].[H-].[H-].[H-].[Li+].[Al+3].O.[OH-].[Na+], predict the reaction product. The product is: [O:1]1[C:10]2[C:5](=[CH:6][C:7]([C:11]3[C:16]([CH2:17][OH:18])=[C:15]([CH3:21])[N:14]=[C:13]4[NH:22][CH:23]=[CH:24][C:12]=34)=[CH:8][CH:9]=2)[CH2:4][CH2:3][CH2:2]1. (5) The product is: [C:5]([C:4]1[CH:3]=[C:2]([NH:1][S:11]([CH3:10])(=[O:13])=[O:12])[CH:9]=[CH:8][CH:7]=1)#[N:6]. Given the reactants [NH2:1][C:2]1[CH:3]=[C:4]([CH:7]=[CH:8][CH:9]=1)[C:5]#[N:6].[CH3:10][S:11](Cl)(=[O:13])=[O:12], predict the reaction product.